Dataset: Forward reaction prediction with 1.9M reactions from USPTO patents (1976-2016). Task: Predict the product of the given reaction. (1) The product is: [CH2:1]([O:8][C:9]([N:11]1[CH2:12][CH2:13][N:14]([S:17]([C:20]2[CH:21]=[CH:22][C:23]([NH2:26])=[CH:24][CH:25]=2)(=[O:19])=[O:18])[CH2:15][CH2:16]1)=[O:10])[C:2]1[CH:7]=[CH:6][CH:5]=[CH:4][CH:3]=1. Given the reactants [CH2:1]([O:8][C:9]([N:11]1[CH2:16][CH2:15][N:14]([S:17]([C:20]2[CH:25]=[CH:24][C:23]([N+:26]([O-])=O)=[CH:22][CH:21]=2)(=[O:19])=[O:18])[CH2:13][CH2:12]1)=[O:10])[C:2]1[CH:7]=[CH:6][CH:5]=[CH:4][CH:3]=1.C(O)C.[Cl-].[NH4+], predict the reaction product. (2) The product is: [NH:18]1[CH:19]=[N:20][C:16]([C:12]2[CH:11]=[C:10]3[C:15](=[CH:14][CH:13]=2)[NH:7][N:8]=[C:9]3[C:40]2[CH:41]=[C:42]([NH:46][C:47](=[O:56])/[CH:48]=[CH:49]/[C:50]3[CH:51]=[CH:52][CH:53]=[CH:54][CH:55]=3)[CH:43]=[CH:44][CH:45]=2)=[N:17]1. Given the reactants O1CCCCC1[N:7]1[C:15]2[C:10](=[CH:11][C:12]([C:16]3[N:20]=[CH:19][N:18](C(C4C=CC=CC=4)(C4C=CC=CC=4)C4C=CC=CC=4)[N:17]=3)=[CH:13][CH:14]=2)[C:9]([C:40]2[CH:41]=[C:42]([NH:46][C:47](=[O:56])/[CH:48]=[CH:49]/[C:50]3[CH:55]=[CH:54][CH:53]=[CH:52][CH:51]=3)[CH:43]=[CH:44][CH:45]=2)=[N:8]1, predict the reaction product. (3) The product is: [CH3:4][N:5]([CH2:1][C:10]1[N:9]([CH2:7][CH3:8])[CH:13]=[CH:12][CH:11]=1)[CH3:6]. Given the reactants [CH2:1]=O.Cl.[CH3:4][NH:5][CH3:6].[CH2:7]([N:9]1[CH:13]=[CH:12][CH:11]=[CH:10]1)[CH3:8], predict the reaction product.